Dataset: Forward reaction prediction with 1.9M reactions from USPTO patents (1976-2016). Task: Predict the product of the given reaction. (1) Given the reactants [CH2:1]([C@H:4]1[C@@H:8]([OH:9])[CH2:7][O:6][C:5]1=[O:10])[CH:2]=[CH2:3].N1C=CN=C1.[Si:16](Cl)([C:19]([CH3:22])([CH3:21])[CH3:20])([CH3:18])[CH3:17], predict the reaction product. The product is: [CH2:1]([C@H:4]1[C@@H:8]([O:9][Si:16]([C:19]([CH3:22])([CH3:21])[CH3:20])([CH3:18])[CH3:17])[CH2:7][O:6][C:5]1=[O:10])[CH:2]=[CH2:3]. (2) Given the reactants [CH3:1][C:2]1[C:7]([OH:8])=[CH:6][CH:5]=[C:4]([CH3:9])[N:3]=1.C(=O)([O-])[O-].[Cs+].[Cs+].FC(F)(F)S(O[CH2:22][C:23]([F:26])([F:25])[F:24])(=O)=O.O, predict the reaction product. The product is: [CH3:1][C:2]1[C:7]([O:8][CH2:22][C:23]([F:26])([F:25])[F:24])=[CH:6][CH:5]=[C:4]([CH3:9])[N:3]=1. (3) Given the reactants [F:1][C:2]1[CH:3]=[C:4]2[C:8](=[CH:9][C:10]=1[F:11])[NH:7][C:6](=[O:12])[CH2:5]2.[CH3:13]O, predict the reaction product. The product is: [F:1][C:2]1[CH:3]=[C:4]2[C:8](=[CH:9][C:10]=1[F:11])[NH:7][C:6](=[O:12])[CH:5]2[CH3:13]. (4) Given the reactants Br[C:2]1[CH:7]=[CH:6][C:5]([C:8]2[CH:17]=[CH:16][C:15]3[C:10](=[CH:11][CH:12]=[CH:13][CH:14]=3)[CH:9]=2)=[CH:4][CH:3]=1.CCCCCC.C([Li])CCC.C([O:32][B:33](OC(C)C)[O:34]C(C)C)(C)C.Cl, predict the reaction product. The product is: [CH:9]1[C:10]2[C:15](=[CH:14][CH:13]=[CH:12][CH:11]=2)[CH:16]=[CH:17][C:8]=1[C:5]1[CH:6]=[CH:7][C:2]([B:33]([OH:34])[OH:32])=[CH:3][CH:4]=1. (5) Given the reactants Cl[C:2]1[N:7]=[CH:6][N:5]=[C:4]([NH:8][C:9]2[CH:14]=[CH:13][CH:12]=[C:11]([CH2:15][S:16]([CH3:19])(=[O:18])=[O:17])[CH:10]=2)[N:3]=1.[F:20][C:21]1[CH:22]=[C:23]([CH:35]=[CH:36][CH:37]=1)[CH2:24][O:25][C:26]1[CH:31]=[CH:30][CH:29]=[CH:28][C:27]=1B(O)O, predict the reaction product. The product is: [F:20][C:21]1[CH:22]=[C:23]([CH:35]=[CH:36][CH:37]=1)[CH2:24][O:25][C:26]1[CH:31]=[CH:30][CH:29]=[CH:28][C:27]=1[C:2]1[N:7]=[CH:6][N:5]=[C:4]([NH:8][C:9]2[CH:14]=[CH:13][CH:12]=[C:11]([CH2:15][S:16]([CH3:19])(=[O:18])=[O:17])[CH:10]=2)[N:3]=1. (6) Given the reactants [CH3:1][O:2][C:3]([C:5]1[S:6][C:7]([CH:29]2[CH2:34][CH2:33][C:32]([CH3:36])([CH3:35])[CH2:31][CH2:30]2)=[CH:8][C:9]=1[N:10]([C@H:20]1[CH2:25][CH2:24][C@H:23]([N:26]=[N+:27]=[N-:28])[CH2:22][CH2:21]1)[C:11]([C@H:13]1[CH2:18][CH2:17][C@H:16]([CH3:19])[CH2:15][CH2:14]1)=[O:12])=[O:4].[CH3:37][Si:38]([C:41]#[CH:42])([CH3:40])[CH3:39], predict the reaction product. The product is: [CH3:1][O:2][C:3]([C:5]1[S:6][C:7]([CH:29]2[CH2:30][CH2:31][C:32]([CH3:35])([CH3:36])[CH2:33][CH2:34]2)=[CH:8][C:9]=1[N:10]([C:11]([C@H:13]1[CH2:14][CH2:15][C@H:16]([CH3:19])[CH2:17][CH2:18]1)=[O:12])[C@H:20]1[CH2:25][CH2:24][C@H:23]([N:26]2[CH:42]=[C:41]([Si:38]([CH3:40])([CH3:39])[CH3:37])[N:28]=[N:27]2)[CH2:22][CH2:21]1)=[O:4]. (7) The product is: [C:23]([C:7]1[C:8]2[C:13](=[CH:12][CH:11]=[C:10]([O:16][C:17]3[CH:22]=[CH:21][CH:20]=[CH:19][CH:18]=3)[CH:9]=2)[C:14]([OH:15])=[C:5]([C:3]([NH:25][C@H:26]([CH2:31][CH3:32])[CH2:27][C:28]([OH:30])=[O:29])=[O:4])[N:6]=1)#[N:24]. Given the reactants CO[C:3]([C:5]1[N:6]=[C:7]([C:23]#[N:24])[C:8]2[C:13]([C:14]=1[OH:15])=[CH:12][CH:11]=[C:10]([O:16][C:17]1[CH:22]=[CH:21][CH:20]=[CH:19][CH:18]=1)[CH:9]=2)=[O:4].[NH2:25][C@H:26]([CH2:31][CH3:32])[CH2:27][C:28]([OH:30])=[O:29].C[O-].[Na+].CO.Cl, predict the reaction product.